From a dataset of Reaction yield outcomes from USPTO patents with 853,638 reactions. Predict the reaction yield, written as a fraction of the theoretical maximum amount of product (1.0 means a 100% yield; for example, 0.34 means a 34% yield). (1) The catalyst is CO.CCOC(C)=O.CCO.C1COCC1.[Pd]. The product is [C:1]([O:5][C:6]([N:8]1[CH2:13][CH2:12][CH:11]([N:14]2[C:15]3=[N:16][C:17]([N:24]([CH3:26])[CH3:25])=[CH:18][CH:19]=[C:20]3[N:21]([CH3:31])[C:27]2=[O:29])[CH2:10][CH2:9]1)=[O:7])([CH3:4])([CH3:3])[CH3:2]. The yield is 0.670. The reactants are [C:1]([O:5][C:6]([N:8]1[CH2:13][CH2:12][CH:11]([NH:14][C:15]2[C:20]([N+:21]([O-])=O)=[CH:19][CH:18]=[C:17]([N:24]([CH3:26])[CH3:25])[N:16]=2)[CH2:10][CH2:9]1)=[O:7])([CH3:4])([CH3:3])[CH3:2].[CH:27]([O-:29])=O.[NH4+].[CH:31]1N=CN(C(N2C=NC=C2)=O)C=1.C[Si]([N-][Si](C)(C)C)(C)C.[K+].IC. (2) The catalyst is O. The product is [C:1]([O:5][C:6]([NH:8][C@H:9]1[CH2:14][CH2:13][CH2:12][CH2:11][C@H:10]1[NH:15][C:16]1[N:21]=[C:20]([C:39]2[CH:38]=[N:37][N:36]([CH3:35])[CH:40]=2)[C:19]2[C:23](=[O:33])[N:24]([C:26]([O:28][C:29]([CH3:32])([CH3:31])[CH3:30])=[O:27])[CH2:25][C:18]=2[C:17]=1[F:34])=[O:7])([CH3:4])([CH3:3])[CH3:2]. The reactants are [C:1]([O:5][C:6]([NH:8][C@H:9]1[CH2:14][CH2:13][CH2:12][CH2:11][C@H:10]1[NH:15][C:16]1[N:21]=[C:20](Cl)[C:19]2[C:23](=[O:33])[N:24]([C:26]([O:28][C:29]([CH3:32])([CH3:31])[CH3:30])=[O:27])[CH2:25][C:18]=2[C:17]=1[F:34])=[O:7])([CH3:4])([CH3:3])[CH3:2].[CH3:35][N:36]1[CH:40]=[C:39](B2OC(C)(C)C(C)(C)O2)[CH:38]=[N:37]1.C(=O)([O-])[O-].[K+].[K+].CC(N(C)C)=O. The yield is 0.620.